The task is: Predict the reaction yield, written as a fraction of the theoretical maximum amount of product (1.0 means a 100% yield; for example, 0.34 means a 34% yield).. This data is from Reaction yield outcomes from USPTO patents with 853,638 reactions. (1) The reactants are C(O[C:4](=[O:20])[CH2:5][C:6]([CH:8]1[CH2:12][CH2:11][N:10]([C:13]([O:15][C:16]([CH3:19])([CH3:18])[CH3:17])=[O:14])[CH2:9]1)=O)C.[NH:21]1[CH:25]=[CH:24][C:23]([NH2:26])=[N:22]1. The catalyst is C1(C)C=CC=CC=1. The product is [OH:20][C:4]1[N:22]2[N:21]=[CH:25][CH:24]=[C:23]2[N:26]=[C:6]([CH:8]2[CH2:12][CH2:11][N:10]([C:13]([O:15][C:16]([CH3:17])([CH3:18])[CH3:19])=[O:14])[CH2:9]2)[CH:5]=1. The yield is 0.900. (2) The reactants are [CH3:1][C:2]1[C:10]([N+:11]([O-:13])=[O:12])=[CH:9][CH:8]=[CH:7][C:3]=1[C:4]([OH:6])=[O:5].[Br:14]N1C(C)(C)C(=O)N(Br)C1=O. The catalyst is OS(O)(=O)=O. The product is [Br:14][C:8]1[CH:9]=[C:10]([N+:11]([O-:13])=[O:12])[C:2]([CH3:1])=[C:3]([CH:7]=1)[C:4]([OH:6])=[O:5]. The yield is 1.00. (3) The reactants are [C:1]1([N:7]2[C:19]3[CH:18]=[CH:17][CH:16]=[CH:15][C:14]=3[C:13]3[C:8]2=[CH:9][CH:10]=[CH:11][CH:12]=3)[CH:6]=[CH:5][CH:4]=[CH:3][CH:2]=1.[Br:20]N1C(=O)CCC1=O. The catalyst is C(O)(=O)C. The product is [Br:20][C:16]1[CH:17]=[CH:18][C:19]2[N:7]([C:1]3[CH:2]=[CH:3][CH:4]=[CH:5][CH:6]=3)[C:8]3[C:13]([C:14]=2[CH:15]=1)=[CH:12][CH:11]=[CH:10][CH:9]=3. The yield is 0.880. (4) The reactants are C([N:8]1[CH:12]=[C:11]([C:13]2S[C:15]([C:19](O)=O)=[C:16](C)[N:17]=2)N=N1)C1C=CC=CC=1.[F:22][C:23]1[CH:43]=[CH:42][C:26]([CH2:27][N:28]2[CH:32]=[C:31]([C:33]3[S:34][C:35]([C:39]([OH:41])=O)=[C:36]([CH3:38])[N:37]=3)[N:30]=[N:29]2)=[CH:25][CH:24]=1.N1C=CC=C(CN)C=1. No catalyst specified. The product is [F:22][C:23]1[CH:24]=[CH:25][C:26]([CH2:27][N:28]2[CH:32]=[C:31]([C:33]3[S:34][C:35]([C:39]([NH:8][CH2:12][C:11]4[CH:13]=[N:17][CH:16]=[CH:15][CH:19]=4)=[O:41])=[C:36]([CH3:38])[N:37]=3)[N:30]=[N:29]2)=[CH:42][CH:43]=1. The yield is 0.640. (5) The reactants are [F:1][C:2]1[CH:19]=[CH:18][C:17]([F:20])=[CH:16][C:3]=1[CH2:4][N:5]1[CH2:10][CH2:9][NH:8][C:7]2[N:11]=[CH:12][C:13](I)=[CH:14][C:6]1=2.CC1(C)C(C)(C)OB([C:29]2[CH:30]=[CH:31][C:32]([C:35]#[N:36])=[N:33][CH:34]=2)O1. No catalyst specified. The product is [F:1][C:2]1[CH:19]=[CH:18][C:17]([F:20])=[CH:16][C:3]=1[CH2:4][N:5]1[CH2:10][CH2:9][NH:8][C:7]2[N:11]=[CH:12][C:13]([C:29]3[CH:30]=[CH:31][C:32]([C:35]#[N:36])=[N:33][CH:34]=3)=[CH:14][C:6]1=2. The yield is 0.240. (6) The product is [CH3:9][C@H:10]1[N:15]([CH2:7][C:3]2[CH:2]=[N:1][CH:6]=[CH:5][CH:4]=2)[CH2:14][CH2:13][N:12]([C:16]2[CH:17]=[CH:18][C:19]3[N:20]([C:22]([C:25]([F:27])([F:26])[F:28])=[N:23][N:24]=3)[N:21]=2)[CH2:11]1. The yield is 0.580. The reactants are [N:1]1[CH:6]=[CH:5][CH:4]=[C:3]([CH:7]=O)[CH:2]=1.[CH3:9][C@H:10]1[NH:15][CH2:14][CH2:13][N:12]([C:16]2[CH:17]=[CH:18][C:19]3[N:20]([C:22]([C:25]([F:28])([F:27])[F:26])=[N:23][N:24]=3)[N:21]=2)[CH2:11]1. No catalyst specified. (7) The reactants are [F:1][C:2]([F:17])([F:16])[C:3]1[CH:8]=[CH:7][C:6]([C:9]2[CH:10]=[CH:11][C:12]([NH2:15])=[N:13][CH:14]=2)=[CH:5][CH:4]=1.C1C(=O)N([Br:25])C(=O)C1.C([O-])(O)=O.[Na+]. The catalyst is C(#N)C. The product is [Br:25][C:11]1[C:12]([NH2:15])=[N:13][CH:14]=[C:9]([C:6]2[CH:5]=[CH:4][C:3]([C:2]([F:1])([F:16])[F:17])=[CH:8][CH:7]=2)[CH:10]=1. The yield is 0.710.